Task: Predict the product of the given reaction.. Dataset: Forward reaction prediction with 1.9M reactions from USPTO patents (1976-2016) (1) Given the reactants [CH:1]1[C:6]2[C:7]([N:16]3[CH2:21][CH2:20][N:19](C(OC(C)(C)C)=O)[CH2:18][CH2:17]3)=[N:8][C:9]3[CH:15]=[CH:14][CH:13]=[CH:12][C:10]=3[S:11][C:5]=2[CH:4]=[CH:3][CH:2]=1, predict the reaction product. The product is: [N:16]1([C:7]2=[N:8][C:9]3[CH:15]=[CH:14][CH:13]=[CH:12][C:10]=3[S:11][C:5]3[CH:4]=[CH:3][CH:2]=[CH:1][C:6]2=3)[CH2:17][CH2:18][NH:19][CH2:20][CH2:21]1. (2) Given the reactants Br[C:2]1[CH:3]=[C:4](C2CC2)[C:5]2[O:12][C:9]3([CH2:11][CH2:10]3)[CH2:8][C:7]([CH3:14])([CH3:13])[C:6]=2[CH:15]=1.O1[CH2:23][CH2:22][CH2:21][CH2:20]1.[C:24]([Li])(C)(C)[CH3:25].[CH3:29][CH2:30][CH2:31][CH2:32][CH3:33].[C:34](=[O:36])=[O:35], predict the reaction product. The product is: [CH2:24]([C:4]1[CH:3]=[C:2]([CH2:29][CH2:30][C:31]2[CH:20]=[CH:21][C:22]([CH2:23][C:34]([OH:36])=[O:35])=[CH:33][CH:32]=2)[CH:15]=[C:6]2[C:5]=1[O:12][C:9]([CH3:11])([CH3:10])[CH2:8][C:7]2([CH3:13])[CH3:14])[CH3:25]. (3) Given the reactants [C:1]([O:5][C:6](=[O:22])[NH:7][C:8]1[CH:13]=[C:12]([N:14]([CH3:16])[CH3:15])[C:11]([C:17]([F:20])([F:19])[F:18])=[CH:10][C:9]=1[NH2:21])([CH3:4])([CH3:3])[CH3:2].C([O:27][C:28](=O)[CH2:29][C:30](=[O:43])[C:31]1[CH:36]=[CH:35][CH:34]=[C:33]([C:37]2[CH:38]=[N:39][CH:40]=[CH:41][CH:42]=2)[CH:32]=1)(C)(C)C, predict the reaction product. The product is: [C:1]([O:5][C:6](=[O:22])[NH:7][C:8]1[CH:13]=[C:12]([N:14]([CH3:16])[CH3:15])[C:11]([C:17]([F:20])([F:19])[F:18])=[CH:10][C:9]=1[NH:21][C:28](=[O:27])[CH2:29][C:30](=[O:43])[C:31]1[CH:36]=[CH:35][CH:34]=[C:33]([C:37]2[CH:38]=[N:39][CH:40]=[CH:41][CH:42]=2)[CH:32]=1)([CH3:4])([CH3:2])[CH3:3]. (4) Given the reactants [OH:1][C@:2]1([C:30]([F:36])([F:35])[C:31]([F:34])([F:33])[F:32])[C@:18]2([CH3:19])[C@H:5]([C@H:6]3[C:15]([C@@H:16]([C:20]4[CH:25]=[CH:24][C:23]([CH:26]([OH:28])[CH3:27])=[CH:22][CH:21]=4)[CH2:17]2)=[C:14]2[C:9](=[CH:10][C:11](=[O:29])[CH2:12][CH2:13]2)[CH2:8][CH2:7]3)[CH2:4][CH2:3]1.[C:37]([O:41][C:42]([NH:44][C@H:45]([CH3:49])[C:46](O)=[O:47])=[O:43])([CH3:40])([CH3:39])[CH3:38], predict the reaction product. The product is: [OH:1][C@:2]1([C:30]([F:35])([F:36])[C:31]([F:32])([F:33])[F:34])[C@:18]2([CH3:19])[C@H:5]([C@H:6]3[C:15]([C@@H:16]([C:20]4[CH:21]=[CH:22][C:23]([CH:26]([O:28][C:46](=[O:47])[C@H:45]([NH:44][C:42]([O:41][C:37]([CH3:40])([CH3:39])[CH3:38])=[O:43])[CH3:49])[CH3:27])=[CH:24][CH:25]=4)[CH2:17]2)=[C:14]2[C:9](=[CH:10][C:11](=[O:29])[CH2:12][CH2:13]2)[CH2:8][CH2:7]3)[CH2:4][CH2:3]1.